Dataset: Reaction yield outcomes from USPTO patents with 853,638 reactions. Task: Predict the reaction yield, written as a fraction of the theoretical maximum amount of product (1.0 means a 100% yield; for example, 0.34 means a 34% yield). The reactants are [NH2:1][C:2]1[CH:3]=[C:4]([C:8]2[C:16]3[C:11](=[CH:12][CH:13]=[C:14]([C:17]([NH2:19])=[O:18])[CH:15]=3)[N:10](C3CCCCO3)[N:9]=2)[CH:5]=[CH:6][CH:7]=1.[Cl:26][C:27]1[CH:32]=[C:31]([F:33])[CH:30]=[CH:29][C:28]=1[CH2:34][C:35](O)=[O:36].CCN=C=NCCCN(C)C. No catalyst specified. The product is [Cl:26][C:27]1[CH:32]=[C:31]([F:33])[CH:30]=[CH:29][C:28]=1[CH2:34][C:35]([NH:1][C:2]1[CH:3]=[C:4]([C:8]2[C:16]3[C:11](=[CH:12][CH:13]=[C:14]([C:17]([NH2:19])=[O:18])[CH:15]=3)[NH:10][N:9]=2)[CH:5]=[CH:6][CH:7]=1)=[O:36]. The yield is 0.140.